From a dataset of Full USPTO retrosynthesis dataset with 1.9M reactions from patents (1976-2016). Predict the reactants needed to synthesize the given product. Given the product [ClH:1].[N:32]1[C:33]2[C:28](=[CH:27][CH:26]=[CH:35][CH:34]=2)[CH:29]=[CH:30][CH:31]=1, predict the reactants needed to synthesize it. The reactants are: [ClH:1].C(OC(N1[C@@H](C)CC[C@H]1C1NC(C2C=CC([C:26]3[CH:27]=[C:28]4[C:33](=[CH:34][CH:35]=3)[N:32]=[C:31](C3NC([C@@H]5CC[C@H](C)N5C(OC(C)(C)C)=O)=NC=3)[CH:30]=[CH:29]4)=CC=2)=CN=1)=O)(C)(C)C.